Binary Classification. Given a miRNA mature sequence and a target amino acid sequence, predict their likelihood of interaction. From a dataset of Experimentally validated miRNA-target interactions with 360,000+ pairs, plus equal number of negative samples. (1) The miRNA is hsa-miR-4467 with sequence UGGCGGCGGUAGUUAUGGGCUU. The protein sequence of the target gene is MDLRTAVYNAARDGKLQLLQKLLSGRSREELDELTGEVAGGGTPLLIAARYGHLDVVEYLVDRCGASVEAGGSVHFDGETIEGAPPLWAASAAGHLDVVRSLLRRGASVNRTTRTNSTPLRAACFDGHLEVVRYLVGEHQADLEVANRHGHTCLMISCYKGHREIARYLLEQGAQVNRRSAKGNTALHDCAESGSLEILQLLLGCKARMERDGYGMTPLLAASVTGHTNIVEYLIQEQPGQEQVAGGEAQPGLPQEDPSTSQGCAQPQGAPCCSSSPEEPLNGESYESCCPTSREAAVEA.... Result: 1 (interaction). (2) Result: 0 (no interaction). The protein sequence of the target gene is MSTRESFNPETYELDKSFRLTRFTELKGTGCKVPQDVLQKLLESLQENHFQEDEQFLGAVMPRLGIGMDTCVIPLRHGGLSLVQTTDYIYPIVDDPYMMGRIACANVLSDLYAMGVTECDNMLMLLGVSNKMTDRERDKVIPLIIQGFKDAAEEAGTSVTGGQTVLNPWIVLGGVATTVCQPNEFIMPDNAVPGDVLVLTKPLGTQVAVAVHQWLDIPEKWNKIKLVVTQEDVELAYQEAMMNMARLNRTAAGLMHTFNAHAATDITGFGILGHAQNLAKQQRNEVSFVIHNLPVLAKMA.... The miRNA is hsa-miR-3664-3p with sequence UCUCAGGAGUAAAGACAGAGUU. (3) The miRNA is hsa-miR-6069 with sequence GGGCUAGGGCCUGCUGCCCCC. The protein sequence of the target gene is MVSSCCGSVSSEQSCGLENCCRPSCCQTTCCRTTCCRPSCCKPQCCQSVCYQPTCCHPSCCISSCCRPYCCESSCCRPCCCQTTCCRTTCCRTTCCCPSCCVSSCCRPQCCQSVCCQPTCCRPSCCISSCCHPSCCESSCCRPCCCVRPVCGRVSCHTTCYRPTCVISTCPRPLCCASSCC. Result: 0 (no interaction). (4) The miRNA is hsa-miR-1180-5p with sequence GGACCCACCCGGCCGGGAAUA. The protein sequence of the target gene is MPLYEGLGSGGEKTAVVIDLGEAFTKCGFAGETGPRCIIPSVIKRAGMPKPVRVVQYNINTEELYSYLKEFIHILYFRHLLVNPRDRRVVIIESVLCPSHFRETLTRVLFKYFEVPSVLLAPSHLMALLTLGINSAMVLDCGYRESLVLPIYEGIPVLNCWGALPLGGKALHKELETQLLEQCTVDTSVAKEQSLPSVMGSVPEGVLEDIKARTCFVSDLKRGLKIQAAKFNIDGNNERPSPPPNVDYPLDGEKILHILGSIRDSVVEILFEQDNEEQSVATLILDSLIQCPIDTRKQLA.... Result: 0 (no interaction). (5) The miRNA is mmu-miR-432 with sequence UCUUGGAGUAGAUCAGUGGGCAG. The protein sequence of the target gene is MADTACLALRLLAALREEEARAVEELLRLGADPNLVLDDGAAAVHLAARASHPRALHCLRMLLRWGADPNARSAEGLTPVHVAAAWGCCGALELLLSRGGDPTLRDQDGLRPLDWALQQRHHNCARVLQELDTPTQPDETREPTETFHVAQGSFETETCQGPALAESSGVSQDSELHVHRAELEVEAVEVAVHPQSSEATENSDYSSDASFVTAVEDSLQPGRPGGALELVAGLWVTRGAVSAGKGAPNCQPQVLTLTARDTDKPVLPGDGDLGALHPHSSVPPMSDLQLLQALRALGYS.... Result: 0 (no interaction). (6) The protein sequence of the target gene is MGPVSARRSRLRPEISLILFQVGMVGACTVYVLQPGYLEVDYGSDAVTMECNFSTVGCPPVPPKSLWFRCGTHQPEALCLDGCRNEADKFTVKETLDPDQVFLTVNRLSPNDSAIYICGIAFPNELSPSAKHVGKGTTLVVRERLFSKEVRSFLIVLLALLSVYITGVCVTFIVLFKSKSNGPRSRETKGSKKKSARRIFQEIAQELYHKRYVETSHLPEQEGTDENRKALPNPGRA. The miRNA is hsa-miR-513a-3p with sequence UAAAUUUCACCUUUCUGAGAAGG. Result: 0 (no interaction). (7) The protein sequence of the target gene is MTTRGFSCLLLLIREIDLSAKRRI. Result: 1 (interaction). The miRNA is hsa-miR-6841-5p with sequence UAGGGUACUCAGAGCAAGUUGU. (8) The miRNA is mmu-miR-410-3p with sequence AAUAUAACACAGAUGGCCUGU. The protein sequence of the target gene is MATVDLEKLRMSGAGKAIGVLTSGGDAQGMNAAVRAVTRMGIYVGAKVFLIYEGYEGLVEGGENIKPANWLSVSNIIQLGGTIIGSARCKAFTTREGRLAAAYNLLQHGITNLCVIGGDGSLTGANIFRNEWGSLLEELVKEGKISESTAQNYAHLTIAGLVGSIDNDFCGTDMTIGTDSALHRIMEVIDAITTTAQSHQRTFVLEVMGRHCGYLALVSALASGADWLFIPEAPPEDGWENFMCERLGETRSRGSRLNIIIIAEGAIDRHGKPISSSYVKDLVVQRLGFDTRVTVLGHVQ.... Result: 1 (interaction).